Dataset: Reaction yield outcomes from USPTO patents with 853,638 reactions. Task: Predict the reaction yield, written as a fraction of the theoretical maximum amount of product (1.0 means a 100% yield; for example, 0.34 means a 34% yield). (1) The reactants are [CH3:1][O:2][C:3]1[CH:11]=[C:10]2[C:6]([C:7]([C:13]([OH:15])=O)=[CH:8][N:9]2[CH3:12])=[CH:5][CH:4]=1.C(Cl)(=O)C(Cl)=O.[CH3:22][NH2:23]. No catalyst specified. The product is [CH3:22][NH:23][C:13]([C:7]1[C:6]2[C:10](=[CH:11][C:3]([O:2][CH3:1])=[CH:4][CH:5]=2)[N:9]([CH3:12])[CH:8]=1)=[O:15]. The yield is 0.450. (2) The reactants are C1(P(C2C=CC=CC=2)C2C=CC=CC=2)C=CC=CC=1.[Cl:20][C:21]1[CH:26]=[CH:25][C:24]([CH:27](O)[CH2:28][CH2:29][NH:30][C:31](=[O:37])[O:32][C:33]([CH3:36])([CH3:35])[CH3:34])=[CH:23][CH:22]=1.C1C(=O)N([Br:46])C(=O)C1. The catalyst is C(Cl)Cl. The product is [Br:46][CH:27]([C:24]1[CH:25]=[CH:26][C:21]([Cl:20])=[CH:22][CH:23]=1)[CH2:28][CH2:29][NH:30][C:31](=[O:37])[O:32][C:33]([CH3:36])([CH3:35])[CH3:34]. The yield is 0.460.